The task is: Predict which catalyst facilitates the given reaction.. This data is from Catalyst prediction with 721,799 reactions and 888 catalyst types from USPTO. Reactant: C[O:2][C:3]1[CH:12]=[C:11]2[C:6]([CH:7]=[C:8]([C:14]([OH:16])=[O:15])[C:9]([CH3:13])=[N:10]2)=[CH:5][CH:4]=1.Br. Product: [OH:2][C:3]1[CH:12]=[C:11]2[C:6]([CH:7]=[C:8]([C:14]([OH:16])=[O:15])[C:9]([CH3:13])=[N:10]2)=[CH:5][CH:4]=1. The catalyst class is: 6.